From a dataset of Reaction yield outcomes from USPTO patents with 853,638 reactions. Predict the reaction yield, written as a fraction of the theoretical maximum amount of product (1.0 means a 100% yield; for example, 0.34 means a 34% yield). (1) The yield is 0.150. The reactants are [C:1]([C:3]1[CH:8]=[CH:7][CH:6]=[CH:5][C:4]=1[C:9]1[CH:14]=[CH:13][C:12]([CH2:15][C:16]2[C:17](=[O:54])[N:18]([C@H:28]3[CH2:33][CH2:32][C@H:31]([O:34][CH:35]([CH2:41][CH2:42]OS(C4C=CC(C)=CC=4)(=O)=O)[C:36]([O:38][CH2:39][CH3:40])=[O:37])[CH2:30][CH2:29]3)[C:19]3[N:20]([N:25]=[CH:26][N:27]=3)[C:21]=2[CH2:22][CH2:23][CH3:24])=[C:11]([F:55])[CH:10]=1)#[N:2].CC(C)([O-])C.[K+].Cl. The catalyst is O1CCCC1. The product is [C:1]([C:3]1[CH:8]=[CH:7][CH:6]=[CH:5][C:4]=1[C:9]1[CH:14]=[CH:13][C:12]([CH2:15][C:16]2[C:17](=[O:54])[N:18]([C@H:28]3[CH2:33][CH2:32][C@H:31]([O:34][C:35]4([C:36]([O:38][CH2:39][CH3:40])=[O:37])[CH2:42][CH2:41]4)[CH2:30][CH2:29]3)[C:19]3[N:20]([N:25]=[CH:26][N:27]=3)[C:21]=2[CH2:22][CH2:23][CH3:24])=[C:11]([F:55])[CH:10]=1)#[N:2]. (2) The reactants are [Br:1][C:2]1[CH:3]=[C:4]([B:9]([OH:11])[OH:10])[C:5]([F:8])=[N:6][CH:7]=1.[CH3:12][N:13]([CH2:18][C:19](O)=[O:20])[CH2:14][C:15](O)=[O:16].CS(C)=O. The catalyst is C1(C)C=CC=CC=1. The product is [Br:1][C:2]1[CH:3]=[C:4]([B:9]2[O:11][C:19](=[O:20])[CH2:18][N:13]([CH3:12])[CH2:14][C:15](=[O:16])[O:10]2)[C:5]([F:8])=[N:6][CH:7]=1. The yield is 0.820. (3) The reactants are [N:1]1[CH:6]=[CH:5][CH:4]=[C:3]([C:7]2[CH:15]=[C:14]3[C:10]([CH2:11][C:12](=[O:16])[NH:13]3)=[CH:9][CH:8]=2)[CH:2]=1.[CH2:17]([N:19]([CH2:36][CH3:37])[CH2:20][CH2:21][NH:22][C:23]([C:25]1[NH:26][C:27]([CH:34]=O)=[C:28]2[C:33]=1[CH2:32][CH2:31][CH2:30][CH2:29]2)=[O:24])[CH3:18]. No catalyst specified. The product is [CH2:36]([N:19]([CH2:17][CH3:18])[CH2:20][CH2:21][NH:22][C:23]([C:25]1[NH:26][C:27]([CH:34]=[C:11]2[C:10]3[C:14](=[CH:15][C:7]([C:3]4[CH:2]=[N:1][CH:6]=[CH:5][CH:4]=4)=[CH:8][CH:9]=3)[NH:13][C:12]2=[O:16])=[C:28]2[C:33]=1[CH2:32][CH2:31][CH2:30][CH2:29]2)=[O:24])[CH3:37]. The yield is 0.380. (4) The reactants are C(OC(=O)[NH:7][CH2:8][C:9]1([C:13]2[CH:18]=[CH:17][C:16]([C:19]3[C:20]4[C:21]5[CH:35]=[CH:34][S:33][C:22]=5[C:23](=[O:32])[NH:24][C:25]=4[C:26]([Cl:31])=[CH:27][C:28]=3[O:29][CH3:30])=[CH:15][CH:14]=2)[CH2:12][CH2:11][CH2:10]1)(C)(C)C.C(O)(C(F)(F)F)=O. No catalyst specified. The product is [ClH:31].[NH2:7][CH2:8][C:9]1([C:13]2[CH:14]=[CH:15][C:16]([C:19]3[C:20]4[C:21]5[CH:35]=[CH:34][S:33][C:22]=5[C:23](=[O:32])[NH:24][C:25]=4[C:26]([Cl:31])=[CH:27][C:28]=3[O:29][CH3:30])=[CH:17][CH:18]=2)[CH2:10][CH2:11][CH2:12]1. The yield is 0.800.